Dataset: Tyrosyl-DNA phosphodiesterase HTS with 341,365 compounds. Task: Binary Classification. Given a drug SMILES string, predict its activity (active/inactive) in a high-throughput screening assay against a specified biological target. (1) The result is 0 (inactive). The compound is S(=O)(=O)(NCc1cc2OCOc2cc1)c1cc(c(OCC)cc1)C. (2) The drug is S(CC(=O)N(CCCC)c1c(n(CCCC)c(=O)[nH]c1=O)N)c1sc2c(n1)cccc2. The result is 0 (inactive). (3) The molecule is s1c(nc(c2ccc(OC(=O)C)cc2)c1)Nc1cccnc1. The result is 0 (inactive). (4) The molecule is Fc1ccc(CNc2ncccc2C(=O)NCC2OCCC2)cc1. The result is 0 (inactive).